Dataset: Reaction yield outcomes from USPTO patents with 853,638 reactions. Task: Predict the reaction yield, written as a fraction of the theoretical maximum amount of product (1.0 means a 100% yield; for example, 0.34 means a 34% yield). (1) The reactants are [N+:1]([C:4]1[CH:9]=[CH:8][C:7]([OH:10])=[CH:6][CH:5]=1)([O-:3])=[O:2].[H-].[Na+].[CH3:13][O:14][CH2:15][CH2:16]Br. The catalyst is CN(C=O)C. The product is [CH3:13][O:14][CH2:15][CH2:16][O:10][C:7]1[CH:8]=[CH:9][C:4]([N+:1]([O-:3])=[O:2])=[CH:5][CH:6]=1. The yield is 1.05. (2) The reactants are Cl.Cl[CH2:3][CH2:4][N:5]1[CH2:9][CH2:8][CH2:7][CH2:6]1.[Cl:10][C:11]1[CH:30]=[CH:29][C:14]([NH:15][C:16]2[C:25]3[C:20](=[CH:21][C:22]([OH:28])=[C:23]([O:26][CH3:27])[CH:24]=3)[N:19]=[CH:18][N:17]=2)=[C:13]([F:31])[CH:12]=1.C(=O)([O-])[O-].[K+].[K+]. The catalyst is CN(C=O)C. The product is [Cl:10][C:11]1[CH:30]=[CH:29][C:14]([NH:15][C:16]2[C:25]3[C:20](=[CH:21][C:22]([O:28][CH2:3][CH2:4][N:5]4[CH2:9][CH2:8][CH2:7][CH2:6]4)=[C:23]([O:26][CH3:27])[CH:24]=3)[N:19]=[CH:18][N:17]=2)=[C:13]([F:31])[CH:12]=1. The yield is 0.100. (3) The yield is 0.770. The catalyst is O1CCOCC1.C1(P(C2C=CC=CC=2)C2C=CC=CC=2)C=CC=CC=1.C1(P(C2C=CC=CC=2)C2C=CC=CC=2)C=CC=CC=1.C1(P(C2C=CC=CC=2)C2C=CC=CC=2)C=CC=CC=1.C1(P(C2C=CC=CC=2)C2C=CC=CC=2)C=CC=CC=1.[Pd]. The product is [C:1]1([S:7]([C:10]2[CH:11]=[C:12]([CH:38]=[CH2:39])[C:13]3[O:22][C:21]4[CH2:20][CH2:19][N:18]([C:23]([O:25][C:26]([CH3:27])([CH3:29])[CH3:28])=[O:24])[CH2:17][C:16]=4[C:14]=3[CH:15]=2)(=[O:8])=[O:9])[CH:2]=[CH:3][CH:4]=[CH:5][CH:6]=1. The reactants are [C:1]1([S:7]([C:10]2[CH:11]=[C:12](OS(C(F)(F)F)(=O)=O)[C:13]3[O:22][C:21]4[CH2:20][CH2:19][N:18]([C:23]([O:25][C:26]([CH3:29])([CH3:28])[CH3:27])=[O:24])[CH2:17][C:16]=4[C:14]=3[CH:15]=2)(=[O:9])=[O:8])[CH:6]=[CH:5][CH:4]=[CH:3][CH:2]=1.[CH2:38]([Sn](CCCC)(CCCC)C=C)[CH2:39]CC.[Cl-].[Li+].